This data is from Peptide-MHC class I binding affinity with 185,985 pairs from IEDB/IMGT. The task is: Regression. Given a peptide amino acid sequence and an MHC pseudo amino acid sequence, predict their binding affinity value. This is MHC class I binding data. (1) The binding affinity (normalized) is 0. The MHC is HLA-A68:01 with pseudo-sequence HLA-A68:01. The peptide sequence is YSDIPRLKK. (2) The peptide sequence is INYSALNL. The MHC is H-2-Db with pseudo-sequence H-2-Db. The binding affinity (normalized) is 0.110. (3) The peptide sequence is KMTLTEEVQW. The MHC is Mamu-B52 with pseudo-sequence Mamu-B52. The binding affinity (normalized) is 0.533. (4) The peptide sequence is FIRYGDASL. The MHC is HLA-B15:09 with pseudo-sequence HLA-B15:09. The binding affinity (normalized) is 0.350. (5) The binding affinity (normalized) is 0.584. The MHC is HLA-A68:02 with pseudo-sequence HLA-A68:02. The peptide sequence is TSVPKCWLV. (6) The peptide sequence is KQWRRDNR. The MHC is Mamu-B03 with pseudo-sequence Mamu-B03. The binding affinity (normalized) is 0.460. (7) The peptide sequence is RPLMKNTYL. The MHC is HLA-A02:01 with pseudo-sequence HLA-A02:01. The binding affinity (normalized) is 0.0847. (8) The peptide sequence is AQLPRWVAT. The MHC is HLA-A02:01 with pseudo-sequence HLA-A02:01. The binding affinity (normalized) is 0.0853. (9) The peptide sequence is FLGKIWPSHK. The MHC is HLA-B40:01 with pseudo-sequence HLA-B40:01. The binding affinity (normalized) is 0. (10) The peptide sequence is SSVLTILYY. The MHC is HLA-A03:01 with pseudo-sequence HLA-A03:01. The binding affinity (normalized) is 0.449.